From a dataset of Catalyst prediction with 721,799 reactions and 888 catalyst types from USPTO. Predict which catalyst facilitates the given reaction. (1) Reactant: F[C:2]1[CH:7]=[CH:6][CH:5]=[CH:4][CH:3]=1.[C:8](#[N:12])[CH:9]([CH3:11])[CH3:10].C[Si]([N-][Si](C)(C)C)(C)C.[K+]. Product: [CH3:10][C:9]([C:2]1[CH:7]=[CH:6][CH:5]=[CH:4][CH:3]=1)([CH3:11])[C:8]#[N:12]. The catalyst class is: 715. (2) Reactant: CCCC[N+](CCCC)(CCCC)CCCC.[F-].[NH2:19][CH2:20][C@@H:21]1[C@@H:29]([C@@:30]2([CH3:56])[CH2:35][CH2:34][C@H:33]([O:36][Si](C(C)(C)C)(C3C=CC=CC=3)C3C=CC=CC=3)[CH2:32][C@@H:31]2[CH2:54][OH:55])[CH2:28][CH2:27][C@@:26]2([CH3:57])[C@H:22]1[CH2:23][CH2:24][C@:25]2([C:59]1[CH:64]=[CH:63][CH:62]=[CH:61][CH:60]=1)[OH:58]. Product: [NH2:19][CH2:20][C@@H:21]1[C@@H:29]([C@@:30]2([CH3:56])[CH2:35][CH2:34][C@H:33]([OH:36])[CH2:32][C@@H:31]2[CH2:54][OH:55])[CH2:28][CH2:27][C@@:26]2([CH3:57])[C@H:22]1[CH2:23][CH2:24][C@:25]2([C:59]1[CH:64]=[CH:63][CH:62]=[CH:61][CH:60]=1)[OH:58]. The catalyst class is: 1.